From a dataset of Full USPTO retrosynthesis dataset with 1.9M reactions from patents (1976-2016). Predict the reactants needed to synthesize the given product. The reactants are: C([N:3]1[C:7]([CH2:8]CN)=[N:6][N:5]=[N:4]1)C.[CH3:11][C:12]1[N:13]=NNN=1.C(I)C.C(OC(=O)NCCBr)(C)(C)C. Given the product [CH3:8][C:7]1[N:6]=[N:5][N:4]([CH2:11][CH2:12][NH2:13])[N:3]=1, predict the reactants needed to synthesize it.